From a dataset of Forward reaction prediction with 1.9M reactions from USPTO patents (1976-2016). Predict the product of the given reaction. (1) Given the reactants Cl.C([O:6][C:7]([C@@H:9]1[CH2:13][CH2:12][CH2:11][N:10]1[C:14]1[N:19]=[CH:18][C:17]([C:20]([O:22][CH2:23][CH3:24])=[O:21])=[CH:16][N:15]=1)=[O:8])(C)(C)C, predict the reaction product. The product is: [CH2:23]([O:22][C:20]([C:17]1[CH:16]=[N:15][C:14]([N:10]2[CH2:11][CH2:12][CH2:13][C@H:9]2[C:7]([OH:8])=[O:6])=[N:19][CH:18]=1)=[O:21])[CH3:24]. (2) Given the reactants Br[CH2:2][C:3]1[CH:8]=[CH:7][C:6]([CH2:9][C:10]([O-:12])=[O:11])=[CH:5][CH:4]=1.[B:13]1([B:13]2[O:17][C:16]([CH3:19])([CH3:18])[C:15]([CH3:21])([CH3:20])[O:14]2)[O:17][C:16]([CH3:19])([CH3:18])[C:15]([CH3:21])([CH3:20])[O:14]1.[C:31]([O-])([O-])=O.[K+].[K+].O1CCOCC1, predict the reaction product. The product is: [CH3:20][C:15]1([CH3:21])[C:16]([CH3:19])([CH3:18])[O:17][B:13]([CH2:2][C:3]2[CH:8]=[CH:7][C:6]([CH2:9][C:10]([O:12][CH3:31])=[O:11])=[CH:5][CH:4]=2)[O:14]1. (3) Given the reactants CC1C=CC(S(O)(=O)=O)=CC=1.[OH:12][CH2:13][C:14]([C:17]1[CH:18]=[C:19]([OH:24])[CH:20]=[C:21]([OH:23])[CH:22]=1)([CH3:16])[CH3:15].[C:25]1([CH3:35])[CH2:30][CH2:29][C:28]([CH:31]([CH3:33])[CH3:32])=[C:27](O)[CH:26]=1, predict the reaction product. The product is: [OH:12][CH2:13][C:14]([C:17]1[CH:22]=[C:21]([OH:23])[C:20]2[C@@H:29]3[CH2:30][C:25]([CH3:35])=[CH:26][CH2:27][C@H:28]3[C:31]([CH3:33])([CH3:32])[O:24][C:19]=2[CH:18]=1)([CH3:16])[CH3:15]. (4) Given the reactants Cl[C:2]1[CH:7]=[C:6]([C:8]2[CH:13]=[CH:12][CH:11]=[CH:10][CH:9]=2)[N:5]=[C:4]([NH:14][C:15](=[O:29])[CH2:16][CH2:17][C:18]([C:20]2[CH:21]=[CH:22][C:23]3[O:27][CH2:26][CH2:25][C:24]=3[CH:28]=2)=[O:19])[CH:3]=1.C1(C2C=CC=CC=2)C=CC=CC=1P(C1CCCCC1)C1CCCCC1.C(=O)([O-])[O-].[K+].[K+].OB(O)[C:63]1[CH:64]=[C:65](/[CH:69]=[CH:70]/[C:71]([OH:73])=[O:72])[CH:66]=[CH:67][CH:68]=1, predict the reaction product. The product is: [O:27]1[C:23]2[CH:22]=[CH:21][C:20]([C:18](=[O:19])[CH2:17][CH2:16][C:15]([NH:14][C:4]3[CH:3]=[C:2]([C:67]4[CH:66]=[C:65](/[CH:69]=[CH:70]/[C:71]([OH:73])=[O:72])[CH:64]=[CH:63][CH:68]=4)[CH:7]=[C:6]([C:8]4[CH:13]=[CH:12][CH:11]=[CH:10][CH:9]=4)[N:5]=3)=[O:29])=[CH:28][C:24]=2[CH2:25][CH2:26]1.